From a dataset of Catalyst prediction with 721,799 reactions and 888 catalyst types from USPTO. Predict which catalyst facilitates the given reaction. (1) Product: [CH:31]1([CH:27]([C:21]2[CH:22]=[CH:23][CH:24]=[CH:25][CH:26]=2)[C:28]([N:3]2[CH2:4][CH2:5][C:6]3[N:7]([CH2:15][C:16]([O:18][CH2:19][CH3:20])=[O:17])[C:8]4[CH:9]=[CH:10][CH:11]=[CH:12][C:13]=4[C:14]=3[CH2:2]2)=[O:29])[CH2:36][CH2:35][CH2:34][CH2:33][CH2:32]1. The catalyst class is: 4. Reactant: Cl.[CH2:2]1[C:14]2[C:13]3[CH:12]=[CH:11][CH:10]=[CH:9][C:8]=3[N:7]([CH2:15][C:16]([O:18][CH2:19][CH3:20])=[O:17])[C:6]=2[CH2:5][CH2:4][NH:3]1.[CH:21]1([CH:27]([C:31]2[CH:36]=[CH:35][CH:34]=[CH:33][CH:32]=2)[C:28](O)=[O:29])[CH2:26][CH2:25][CH2:24][CH2:23][CH2:22]1.CCN(C(C)C)C(C)C.O=P(Cl)(Cl)Cl.C([O-])(O)=O.[Na+]. (2) Reactant: C(OC(=O)[NH:7][CH2:8][CH2:9][N:10]1[CH:14]=[C:13]([I:15])[N:12]=[C:11]1[CH2:16][CH3:17])(C)(C)C.[ClH:19].O1CCOCC1. Product: [CH2:16]([C:11]1[N:10]([CH2:9][CH2:8][NH2:7])[CH:14]=[C:13]([I:15])[N:12]=1)[CH3:17].[ClH:19]. The catalyst class is: 2. (3) Reactant: [OH:1][CH:2]1[CH2:6][CH2:5][NH:4][CH2:3]1.Br[CH2:8][C:9]#[N:10]. Product: [OH:1][CH:2]1[CH2:6][CH2:5][N:4]([CH2:8][C:9]#[N:10])[CH2:3]1. The catalyst class is: 1. (4) Reactant: [OH:1][C:2]1[CH:7]=[C:6]([CH3:8])[C:5]([CH3:9])=[CH:4][C:3]=1[C:10](=[O:19])/[CH:11]=[CH:12]/[C:13]1[CH:18]=[CH:17][CH:16]=[CH:15][N:14]=1. Product: [OH:1][C:2]1[CH:7]=[C:6]([CH3:8])[C:5]([CH3:9])=[CH:4][C:3]=1[C:10](=[O:19])[CH2:11][CH2:12][C:13]1[CH:18]=[CH:17][CH:16]=[CH:15][N:14]=1. The catalyst class is: 99. (5) Reactant: [N:1]([CH2:4][C:5]1[C:9]([CH2:10][N:11]([C:19]([O:21][C:22]([CH3:25])([CH3:24])[CH3:23])=[O:20])[C:12]([O:14][C:15]([CH3:18])([CH3:17])[CH3:16])=[O:13])=[N:8][N:7]([CH2:26][C@@H:27]2[C@H:30]([NH:31][C:32](=[O:68])/[C:33](=[N:47]\[O:48][C:49]3([C:52]([O:54][CH:55]([C:62]4[CH:67]=[CH:66][CH:65]=[CH:64][CH:63]=4)[C:56]4[CH:61]=[CH:60][CH:59]=[CH:58][CH:57]=4)=[O:53])[CH2:51][CH2:50]3)/[C:34]3[N:35]=[C:36]([NH:39][C:40]([O:42][C:43]([CH3:46])([CH3:45])[CH3:44])=[O:41])[S:37][CH:38]=3)[C:29](=[O:69])[N:28]2[S:70]([OH:73])(=[O:72])=[O:71])[N:6]=1)=[N+]=[N-]. Product: [NH2:1][CH2:4][C:5]1[C:9]([CH2:10][N:11]([C:12]([O:14][C:15]([CH3:17])([CH3:18])[CH3:16])=[O:13])[C:19]([O:21][C:22]([CH3:25])([CH3:24])[CH3:23])=[O:20])=[N:8][N:7]([CH2:26][C@@H:27]2[C@H:30]([NH:31][C:32](=[O:68])/[C:33](=[N:47]\[O:48][C:49]3([C:52]([O:54][CH:55]([C:56]4[CH:61]=[CH:60][CH:59]=[CH:58][CH:57]=4)[C:62]4[CH:63]=[CH:64][CH:65]=[CH:66][CH:67]=4)=[O:53])[CH2:51][CH2:50]3)/[C:34]3[N:35]=[C:36]([NH:39][C:40]([O:42][C:43]([CH3:44])([CH3:45])[CH3:46])=[O:41])[S:37][CH:38]=3)[C:29](=[O:69])[N:28]2[S:70]([OH:73])(=[O:71])=[O:72])[N:6]=1. The catalyst class is: 591. (6) Reactant: C[O:2][C:3](=[O:35])[C@@H:4]([N:11]1[C:20](=[O:21])[C:19]2[C:14](=[CH:15][CH:16]=[CH:17][CH:18]=2)[N:13]([CH2:22][C:23]2[C:31]3[C:26](=[CH:27][CH:28]=[CH:29][C:30]=3[CH3:32])[N:25]([CH3:33])[CH:24]=2)[C:12]1=[O:34])[C:5]1[CH:10]=[CH:9][CH:8]=[CH:7][CH:6]=1. Product: [CH3:33][N:25]1[C:26]2[C:31](=[C:30]([CH3:32])[CH:29]=[CH:28][CH:27]=2)[C:23]([CH2:22][N:13]2[C:14]3[C:19](=[CH:18][CH:17]=[CH:16][CH:15]=3)[C:20](=[O:21])[N:11]([C@@H:4]([C:5]3[CH:6]=[CH:7][CH:8]=[CH:9][CH:10]=3)[C:3]([OH:35])=[O:2])[C:12]2=[O:34])=[CH:24]1. The catalyst class is: 38.